Dataset: Forward reaction prediction with 1.9M reactions from USPTO patents (1976-2016). Task: Predict the product of the given reaction. (1) Given the reactants [CH:1]1[C:10]2[C:5](=[CH:6][CH:7]=[CH:8][CH:9]=2)[CH:4]=[CH:3][C:2]=1[C:11](Cl)=[O:12].[NH2:14][C:15]1[S:16][CH:17]=[C:18]([C:20]([O:22][CH2:23][CH3:24])=[O:21])[N:19]=1.C(N(CC)CC)C.O, predict the reaction product. The product is: [CH:1]1[C:10]2[C:5](=[CH:6][CH:7]=[CH:8][CH:9]=2)[CH:4]=[CH:3][C:2]=1[C:11]([NH:14][C:15]1[S:16][CH:17]=[C:18]([C:20]([O:22][CH2:23][CH3:24])=[O:21])[N:19]=1)=[O:12]. (2) Given the reactants [NH:1]1[C:5]2[CH:6]=[CH:7][C:8]([NH2:10])=[CH:9][C:4]=2[N:3]=[CH:2]1.[O:11]=[C:12]1[CH2:17][CH2:16][CH:15]([C:18]2[CH:25]=[CH:24][C:21]([CH:22]=O)=[CH:20][CH:19]=2)[CH2:14][CH2:13]1.[C:26](OC(C)(C)C)(=[O:31])[CH2:27][C:28]([O-])=[O:29].C(=O)(OC)OC(C)(C)C[N+]#[C-].CC(C)([O-])C.[Na+], predict the reaction product. The product is: [NH:1]1[C:5]2[CH:6]=[CH:7][C:8]([N:10]3[CH:22]([C:21]4[CH:24]=[CH:25][C:18]([CH:15]5[CH2:16][CH2:17][C:12](=[O:11])[CH2:13][CH2:14]5)=[CH:19][CH:20]=4)[C:28](=[O:29])[CH2:27][C:26]3=[O:31])=[CH:9][C:4]=2[N:3]=[CH:2]1. (3) Given the reactants [O:1]1[CH2:6][CH2:5][CH:4]([O:7][C:8]2[N:13]=[CH:12][C:11]([C:14]([O:16]CC)=[O:15])=[CH:10][CH:9]=2)[CH2:3][CH2:2]1.[OH-].[Na+], predict the reaction product. The product is: [O:1]1[CH2:2][CH2:3][CH:4]([O:7][C:8]2[N:13]=[CH:12][C:11]([C:14]([OH:16])=[O:15])=[CH:10][CH:9]=2)[CH2:5][CH2:6]1.